This data is from Reaction yield outcomes from USPTO patents with 853,638 reactions. The task is: Predict the reaction yield, written as a fraction of the theoretical maximum amount of product (1.0 means a 100% yield; for example, 0.34 means a 34% yield). (1) The reactants are [CH3:1][C:2]([C:8]1[CH:13]=[CH:12][CH:11]=[CH:10][C:9]=1[S:14][S:15][CH3:16])([CH3:7])[CH2:3][C:4]([OH:6])=[O:5].[F:17][C:18]1[CH:23]=[CH:22][C:21](O)=[CH:20][CH:19]=1.C(N=C=NC(C)C)(C)C. The catalyst is CN(C1C=CN=CC=1)C.C(Cl)Cl. The product is [CH3:7][C:2]([C:8]1[CH:13]=[CH:12][CH:11]=[CH:10][C:9]=1[S:14][S:15][CH3:16])([CH3:1])[CH2:3][C:4]([O:6][C:21]1[CH:22]=[CH:23][C:18]([F:17])=[CH:19][CH:20]=1)=[O:5]. The yield is 0.620. (2) The reactants are ClCCl.Cl.[Cl:5][C:6]1[N:11]=[CH:10][C:9]([CH2:12][N:13]2[CH:18]=[CH:17][CH:16]=[CH:15][C:14]2=[NH:19])=[CH:8][CH:7]=1.C(N(CC)CC)C.[C:27](Cl)(=[O:29])[CH3:28]. The catalyst is O. The product is [Cl:5][C:6]1[N:11]=[CH:10][C:9]([CH2:12][N:13]2[CH:18]=[CH:17][CH:16]=[CH:15][C:14]2=[N:19][C:27](=[O:29])[CH3:28])=[CH:8][CH:7]=1. The yield is 0.170. (3) The reactants are [C:1]([O:5][C:6]([N:8]1[CH2:12][CH2:11][CH:10]([CH2:13][NH2:14])[CH2:9]1)=[O:7])([CH3:4])([CH3:3])[CH3:2].Cl[C:16]1[O:17][C:18]2[CH:24]=[C:23]([Cl:25])[CH:22]=[CH:21][C:19]=2[N:20]=1.CCN(CC)CC. The catalyst is C(Cl)Cl. The product is [C:1]([O:5][C:6]([N:8]1[CH2:12][CH2:11][CH:10]([CH2:13][NH:14][C:16]2[O:17][C:18]3[CH:24]=[C:23]([Cl:25])[CH:22]=[CH:21][C:19]=3[N:20]=2)[CH2:9]1)=[O:7])([CH3:4])([CH3:3])[CH3:2]. The yield is 0.990. (4) The reactants are [Br:1][CH2:2][C:3](Br)=[O:4].[CH2:6]([OH:24])[CH2:7][CH2:8][CH2:9][CH2:10][CH2:11][CH2:12][CH2:13]/[CH:14]=[CH:15]\[CH2:16][CH2:17][CH2:18][CH2:19][CH2:20][CH2:21][CH2:22][CH3:23].C(N(C(C)C)CC)(C)C. The catalyst is O1CCCC1. The product is [Br:1][CH2:2][C:3]([O:24][CH2:6][CH2:7][CH2:8][CH2:9][CH2:10][CH2:11][CH2:12][CH2:13]/[CH:14]=[CH:15]\[CH2:16][CH2:17][CH2:18][CH2:19][CH2:20][CH2:21][CH2:22][CH3:23])=[O:4]. The yield is 0.890.